This data is from NCI-60 drug combinations with 297,098 pairs across 59 cell lines. The task is: Regression. Given two drug SMILES strings and cell line genomic features, predict the synergy score measuring deviation from expected non-interaction effect. Drug 1: CN(C)C1=NC(=NC(=N1)N(C)C)N(C)C. Drug 2: C1CC(=O)NC(=O)C1N2C(=O)C3=CC=CC=C3C2=O. Cell line: IGROV1. Synergy scores: CSS=3.38, Synergy_ZIP=-0.0306, Synergy_Bliss=3.69, Synergy_Loewe=3.34, Synergy_HSA=3.27.